Dataset: Catalyst prediction with 721,799 reactions and 888 catalyst types from USPTO. Task: Predict which catalyst facilitates the given reaction. (1) Reactant: FC(F)(F)C(OC(=O)C(F)(F)F)=O.O[CH:15]([C:37]1[C:46]2[C:41](=[CH:42][CH:43]=[CH:44][CH:45]=2)[N:40]=[CH:39][CH:38]=1)[C:16]1[S:31][C:19]2[N:20]([CH2:27][CH:28]([CH3:30])[CH3:29])[C:21](=[O:26])[N:22]([CH3:25])[C:23](=[O:24])[C:18]=2[C:17]=1[C:32]([O:34][CH2:35][CH3:36])=[O:33].C(N(CC)CC)C. Product: [CH3:25][N:22]1[C:23](=[O:24])[C:18]2[C:17]([C:32]([O:34][CH2:35][CH3:36])=[O:33])=[C:16]([CH2:15][C:37]3[C:46]4[C:41](=[CH:42][CH:43]=[CH:44][CH:45]=4)[N:40]=[CH:39][CH:38]=3)[S:31][C:19]=2[N:20]([CH2:27][CH:28]([CH3:30])[CH3:29])[C:21]1=[O:26]. The catalyst class is: 123. (2) Reactant: [Br:1]Br.[CH:3]1[C:8]2[CH2:9][CH2:10][CH2:11][CH2:12][C:13](=[O:14])[C:7]=2[CH:6]=[CH:5][CH:4]=1. Product: [Br:1][CH:12]1[CH2:11][CH2:10][CH2:9][C:8]2[CH:3]=[CH:4][CH:5]=[CH:6][C:7]=2[C:13]1=[O:14]. The catalyst class is: 27.